Task: Predict the reaction yield, written as a fraction of the theoretical maximum amount of product (1.0 means a 100% yield; for example, 0.34 means a 34% yield).. Dataset: Reaction yield outcomes from USPTO patents with 853,638 reactions (1) The reactants are [N:1]1[C:10]2[C:5](=[CH:6][CH:7]=[CH:8][C:9]=2[C:11]([OH:13])=O)[CH:4]=[CH:3][CH:2]=1.[NH:14]1[C:18]2[CH:19]=[CH:20][CH:21]=[CH:22][C:17]=2[N:16]=[C:15]1[C:23]1[C:27]([NH2:28])=[CH:26][NH:25][N:24]=1.C(Cl)CCl.C1C=CC2N(O)N=NC=2C=1. The catalyst is CN(C=O)C. The product is [NH:16]1[C:17]2[CH:22]=[CH:21][CH:20]=[CH:19][C:18]=2[N:14]=[C:15]1[C:23]1[C:27]([NH:28][C:11]([C:9]2[CH:8]=[CH:7][CH:6]=[C:5]3[C:10]=2[N:1]=[CH:2][CH:3]=[CH:4]3)=[O:13])=[CH:26][NH:25][N:24]=1. The yield is 0.0600. (2) The reactants are [F:1][C:2]1[CH:3]=[N:4][CH:5]=[C:6]([CH:10]=1)[C:7](O)=[O:8].ClC(OCC)=O.[BH4-].[Na+].O. The catalyst is C1COCC1. The product is [F:1][C:2]1[CH:10]=[C:6]([CH2:7][OH:8])[CH:5]=[N:4][CH:3]=1. The yield is 0.218. (3) The reactants are [CH3:1][O:2][C:3](=[O:18])[C:4](=[CH:10][C:11]1[CH:16]=[CH:15][C:14]([F:17])=[CH:13][CH:12]=1)[CH:5]([CH3:9])[C:6]([OH:8])=O.[C:19]([O-])(=[O:21])[CH3:20].[Na+]. The catalyst is C(OC(=O)C)(=O)C.C(OCC)(=O)C. The product is [CH3:1][O:2][C:3]([C:4]1[C:5]([CH3:9])=[C:6]([O:8][C:19](=[O:21])[CH3:20])[C:16]2[C:11](=[CH:12][CH:13]=[C:14]([F:17])[CH:15]=2)[CH:10]=1)=[O:18]. The yield is 0.340. (4) The reactants are C([O-])([O-])=O.[Cs+].[Cs+].F[C:8]1[CH:23]=[C:22]([C:24]([F:27])([F:26])[F:25])[CH:21]=[CH:20][C:9]=1[C:10]([NH:12][C:13]1[CH:18]=[CH:17][NH:16][C:15](=[O:19])[CH:14]=1)=[O:11].[F:28][C:29]1[CH:30]=[C:31]([OH:37])[CH:32]=[CH:33][C:34]=1[O:35][CH3:36]. The catalyst is CN(C=O)C. The product is [F:28][C:29]1[CH:30]=[C:31]([CH:32]=[CH:33][C:34]=1[O:35][CH3:36])[O:37][C:8]1[CH:23]=[C:22]([C:24]([F:27])([F:26])[F:25])[CH:21]=[CH:20][C:9]=1[C:10]([NH:12][C:13]1[CH:18]=[CH:17][NH:16][C:15](=[O:19])[CH:14]=1)=[O:11]. The yield is 0.540. (5) The reactants are Cl[C:2]1[N:7]=[C:6]([O:8][CH3:9])[C:5]([C:10]2[CH:16]=[C:15]([C:17]([F:20])([F:19])[F:18])[CH:14]=[CH:13][C:11]=2[NH2:12])=[CH:4][N:3]=1.C(Cl)(Cl)Cl.[CH3:25][N:26](C)C=O. The catalyst is [C-]#N.[C-]#N.[Zn+2].C1(P(C2C=CC=CC=2)[C-]2C=CC=C2)C=CC=CC=1.[C-]1(P(C2C=CC=CC=2)C2C=CC=CC=2)C=CC=C1.[Fe+2].C1C=CC(/C=C/C(/C=C/C2C=CC=CC=2)=O)=CC=1.C1C=CC(/C=C/C(/C=C/C2C=CC=CC=2)=O)=CC=1.C1C=CC(/C=C/C(/C=C/C2C=CC=CC=2)=O)=CC=1.[Pd].[Pd]. The product is [NH2:12][C:11]1[CH:13]=[CH:14][C:15]([C:17]([F:20])([F:19])[F:18])=[CH:16][C:10]=1[C:5]1[C:6]([O:8][CH3:9])=[N:7][C:2]([C:25]#[N:26])=[N:3][CH:4]=1. The yield is 0.660. (6) The reactants are [N:1]1([CH:7]2[CH2:12][CH2:11][N:10]([CH2:13][C:14]3[C:15]([C:31]4[CH:36]=[CH:35][CH:34]=[C:33]([C:37]([F:40])([F:39])[F:38])[CH:32]=4)=[N:16][C:17]4[C:22]([C:23]=3[C:24](O)=[O:25])=[CH:21][CH:20]=[C:19]([S:27]([CH3:30])(=[O:29])=[O:28])[CH:18]=4)[CH2:9][CH2:8]2)[CH2:6][CH2:5][CH2:4][CH2:3][CH2:2]1.[C:41]1([C@@H:47]([NH2:49])[CH3:48])[CH:46]=[CH:45][CH:44]=[CH:43][CH:42]=1.C1C=CC2N(O)N=NC=2C=1.C(N(CC)C(C)C)(C)C. The catalyst is CN(C)C=O.ClCCCl. The product is [N:1]1([CH:7]2[CH2:12][CH2:11][N:10]([CH2:13][C:14]3[C:15]([C:31]4[CH:36]=[CH:35][CH:34]=[C:33]([C:37]([F:40])([F:38])[F:39])[CH:32]=4)=[N:16][C:17]4[C:22]([C:23]=3[C:24]([NH:49][C@H:47]([C:41]3[CH:46]=[CH:45][CH:44]=[CH:43][CH:42]=3)[CH3:48])=[O:25])=[CH:21][CH:20]=[C:19]([S:27]([CH3:30])(=[O:28])=[O:29])[CH:18]=4)[CH2:9][CH2:8]2)[CH2:2][CH2:3][CH2:4][CH2:5][CH2:6]1. The yield is 0.730. (7) The reactants are C(O)C.[CH3:4][N:5]([C:14]1[CH:15]=[C:16]([CH:22]=[CH:23][CH:24]=1)[C:17]([O:19]CC)=[O:18])[C:6]([O:8][CH2:9][C:10]([Cl:13])([Cl:12])[Cl:11])=[O:7].[OH-].[Na+].Cl. The catalyst is C(OCC)(=O)C. The product is [CH3:4][N:5]([C:14]1[CH:15]=[C:16]([CH:22]=[CH:23][CH:24]=1)[C:17]([OH:19])=[O:18])[C:6]([O:8][CH2:9][C:10]([Cl:11])([Cl:13])[Cl:12])=[O:7]. The yield is 0.980. (8) The reactants are I[C:2]1[C:10]2[C:5](=[N:6][CH:7]=[N:8][C:9]=2[NH2:11])[N:4]([C@H:12]2[CH2:17][CH2:16][C@@H:15]([N:18]3[CH2:23][CH2:22][N:21]([CH3:24])[CH2:20][CH2:19]3)[CH2:14][CH2:13]2)[N:3]=1.[CH:25]([C:27]1[CH:32]=[CH:31][C:30](B(O)O)=[CH:29][CH:28]=1)=[O:26].C(=O)([O-])[O-].[Na+].[Na+].B([O-])[O-]. The catalyst is COCCOC.O. The product is [NH2:11][C:9]1[N:8]=[CH:7][N:6]=[C:5]2[N:4]([C@H:12]3[CH2:17][CH2:16][C@@H:15]([N:18]4[CH2:23][CH2:22][N:21]([CH3:24])[CH2:20][CH2:19]4)[CH2:14][CH2:13]3)[N:3]=[C:2]([C:30]3[CH:31]=[CH:32][C:27]([CH:25]=[O:26])=[CH:28][CH:29]=3)[C:10]=12. The yield is 0.430. (9) The reactants are [CH3:1][O:2][C:3]1[C:11]2[C:6](=[N:7][CH:8]=[C:9]([NH2:12])[CH:10]=2)[N:5]([CH2:13][C:14]2[CH:19]=[CH:18][C:17]([O:20][CH3:21])=[CH:16][CH:15]=2)[N:4]=1.[F:22][C:23]1[C:31]([NH:32][S:33]([CH2:36][CH2:37][CH3:38])(=[O:35])=[O:34])=[CH:30][CH:29]=[C:28]([F:39])[C:24]=1[C:25](O)=[O:26].CCN=C=NCCCN(C)C.C1C=CC2N(O)N=NC=2C=1. The catalyst is CN(C=O)C. The product is [F:22][C:23]1[C:31]([NH:32][S:33]([CH2:36][CH2:37][CH3:38])(=[O:34])=[O:35])=[CH:30][CH:29]=[C:28]([F:39])[C:24]=1[C:25]([NH:12][C:9]1[CH:10]=[C:11]2[C:3]([O:2][CH3:1])=[N:4][N:5]([CH2:13][C:14]3[CH:19]=[CH:18][C:17]([O:20][CH3:21])=[CH:16][CH:15]=3)[C:6]2=[N:7][CH:8]=1)=[O:26]. The yield is 0.133.